Dataset: Experimentally validated miRNA-target interactions with 360,000+ pairs, plus equal number of negative samples. Task: Binary Classification. Given a miRNA mature sequence and a target amino acid sequence, predict their likelihood of interaction. The miRNA is hsa-miR-6806-3p with sequence UGAAGCUCUGACAUUCCUGCAG. The protein sequence of the target gene is MGDRGARPGRLMPMLALLSWAAGLGVAEETPGRIPADKLLVITVATKENDGFHRFMNSAKYFNYTVKVLGQGQEWRGGDGMNSIGGGQKVRLLKEAMEHYASQEDLVILFTECFDVVFAGGPEEVLKKFQKTNHKIVFAADGLLWPDKRLADKYPVVHIGKRYLNSGGFIGYAPYISRLVQQWNLQDNDDDQLFYTKVYIDPLKREAFNITLDHKCKIFQALNGATDEVVLKFENGKSRVKNTFYETLPVAINGNGPTKILLNYFGNYVPNSWTQENGCALCDVDTIDLSTVDVPPKVTL.... Result: 0 (no interaction).